Dataset: Full USPTO retrosynthesis dataset with 1.9M reactions from patents (1976-2016). Task: Predict the reactants needed to synthesize the given product. (1) Given the product [C:30]([O:34][P:35]([O:37][C:38]([CH3:41])([CH3:40])[CH3:39])([O:42][CH2:2][O:3][C:4]([N:6]1[C:14]2[C:9](=[CH:10][CH:11]=[C:12]([C:15]([F:18])([F:17])[F:16])[CH:13]=2)[C@@:8]([C:20]2[CH:25]=[C:24]([Cl:26])[CH:23]=[CH:22][C:21]=2[O:27][CH3:28])([F:19])[C:7]1=[O:29])=[O:5])=[O:36])([CH3:33])([CH3:32])[CH3:31], predict the reactants needed to synthesize it. The reactants are: I[CH2:2][O:3][C:4]([N:6]1[C:14]2[C:9](=[CH:10][CH:11]=[C:12]([C:15]([F:18])([F:17])[F:16])[CH:13]=2)[C:8]([C:20]2[CH:25]=[C:24]([Cl:26])[CH:23]=[CH:22][C:21]=2[O:27][CH3:28])([F:19])[C:7]1=[O:29])=[O:5].[C:30]([O:34][P:35]([O-:42])([O:37][C:38]([CH3:41])([CH3:40])[CH3:39])=[O:36])([CH3:33])([CH3:32])[CH3:31].C([N+](CCCC)(CCCC)CCCC)CCC. (2) Given the product [NH:26]1[C:27]2[CH:33]=[CH:32][CH:31]=[CH:30][C:28]=2[N:29]=[C:25]1[S:24][C:21]1[O:20][C:19]([CH:18]2[C:17]3[C:16](=[O:34])[CH2:15][C:14]([CH3:36])([CH3:35])[CH2:13][C:12]=3[NH:11][C:10]3=[C:6]([C:4]([OH:5])=[O:3])[NH:7][CH:8]=[C:9]23)=[CH:23][CH:22]=1, predict the reactants needed to synthesize it. The reactants are: C([O:3][C:4]([C:6]1[NH:7][CH:8]=[C:9]2[CH:18]([C:19]3[O:20][C:21]([S:24][C:25]4[NH:29][C:28]5[CH:30]=[CH:31][CH:32]=[CH:33][C:27]=5[N:26]=4)=[CH:22][CH:23]=3)[C:17]3[C:16](=[O:34])[CH2:15][C:14]([CH3:36])([CH3:35])[CH2:13][C:12]=3[NH:11][C:10]=12)=[O:5])C.[OH-].[Na+]. (3) Given the product [C:25]1([CH2:31][CH2:32][CH2:33][N:8]2[CH2:9][CH:10]([C:12]3[CH:20]=[CH:19][CH:18]=[C:17]4[C:13]=3[CH:14]=[N:15][NH:16]4)[CH2:11]2)[CH:30]=[CH:29][CH:28]=[CH:27][CH:26]=1, predict the reactants needed to synthesize it. The reactants are: FC(F)(F)C(O)=O.[NH:8]1[CH2:11][CH:10]([C:12]2[CH:20]=[CH:19][CH:18]=[C:17]3[C:13]=2[CH:14]=[N:15][NH:16]3)[CH2:9]1.N1CCC1.[C:25]1([CH2:31][CH2:32][CH:33]=O)[CH:30]=[CH:29][CH:28]=[CH:27][CH:26]=1.C(O[BH-](OC(=O)C)OC(=O)C)(=O)C.[Na+]. (4) Given the product [CH3:6][CH:5]([NH:7][S:8]([C:11]1[CH:12]=[CH:13][CH:14]=[CH:15][CH:16]=1)(=[O:9])=[O:10])[C:4](=[O:17])[C:11]1[CH:16]=[CH:15][CH:14]=[CH:13][CH:12]=1, predict the reactants needed to synthesize it. The reactants are: C(O[C:4](=[O:17])[CH:5]([NH:7][S:8]([C:11]1[CH:16]=[CH:15][CH:14]=[CH:13][CH:12]=1)(=[O:10])=[O:9])[CH3:6])C. (5) Given the product [Cl:1][C:2]1[N:7]=[C:6]([C:8]2[S:42][C:40]([N:34]3[CH2:39][CH2:38][O:37][CH2:36][CH2:35]3)=[N:41][C:9]=2[C:11]2[C:12]([O:24][CH3:25])=[C:13]([NH:17][C:18](=[O:23])[O:19][CH2:20][CH:21]=[CH2:22])[CH:14]=[CH:15][CH:16]=2)[CH:5]=[CH:4][N:3]=1, predict the reactants needed to synthesize it. The reactants are: [Cl:1][C:2]1[N:7]=[C:6]([CH2:8][C:9]([C:11]2[C:12]([O:24][CH3:25])=[C:13]([NH:17][C:18](=[O:23])[O:19][CH2:20][CH:21]=[CH2:22])[CH:14]=[CH:15][CH:16]=2)=O)[CH:5]=[CH:4][N:3]=1.C1C(=O)N(Br)C(=O)C1.[N:34]1([C:40](=[S:42])[NH2:41])[CH2:39][CH2:38][O:37][CH2:36][CH2:35]1. (6) Given the product [C:1]([C:5]1[CH:9]=[C:8]([C:10]([CH3:13])([CH3:12])[CH3:11])[N:7]([CH2:17][C:18]2[CH:19]=[CH:20][C:21]([CH2:22][O:23][C:24]3[CH:29]=[CH:28][C:27]([CH2:30][CH2:31][C:32]([O:34][CH2:35][CH3:36])=[O:33])=[C:26]([F:37])[CH:25]=3)=[CH:38][CH:39]=2)[N:6]=1)([CH3:4])([CH3:3])[CH3:2], predict the reactants needed to synthesize it. The reactants are: [C:1]([C:5]1[CH:9]=[C:8]([C:10]([CH3:13])([CH3:12])[CH3:11])[NH:7][N:6]=1)([CH3:4])([CH3:3])[CH3:2].[H-].[Na+].Cl[CH2:17][C:18]1[CH:39]=[CH:38][C:21]([CH2:22][O:23][C:24]2[CH:29]=[CH:28][C:27]([CH2:30][CH2:31][C:32]([O:34][CH2:35][CH3:36])=[O:33])=[C:26]([F:37])[CH:25]=2)=[CH:20][CH:19]=1.O. (7) Given the product [CH:1]1([CH2:4][O:5][C:6]2[CH:7]=[CH:8][C:9]([NH2:12])=[CH:10][CH:11]=2)[CH2:2][CH2:3]1, predict the reactants needed to synthesize it. The reactants are: [CH:1]1([CH2:4][O:5][C:6]2[CH:11]=[CH:10][C:9]([N+:12]([O-])=O)=[CH:8][CH:7]=2)[CH2:3][CH2:2]1.